This data is from Forward reaction prediction with 1.9M reactions from USPTO patents (1976-2016). The task is: Predict the product of the given reaction. (1) The product is: [CH:1]1([C:6]2[CH:7]=[N:8][N:9]3[CH2:14][CH:13]([CH3:16])[NH:12][CH2:11][C:10]=23)[CH2:2][CH2:3][CH2:4][CH2:5]1. Given the reactants [CH:1]1([C:6]2[CH:7]=[N:8][N:9]3[CH2:14][CH2:13][NH:12][CH2:11][C:10]=23)[CH2:5][CH2:4][CH2:3][CH2:2]1.I[C:16]1C=NN2CC(C)N(C(OC(C)(C)C)=O)CC=12.IC1C=NN2CCN(C(OC(C)(C)C)=O)CC=12, predict the reaction product. (2) Given the reactants [NH2:1][C:2]1[CH:3]=[N:4][C:5]2[C:10]([C:11]=1[NH:12][CH2:13][C:14]1[CH:19]=[CH:18][CH:17]=[CH:16][CH:15]=1)=[CH:9][CH:8]=[CH:7][CH:6]=2.[CH2:20]([O:22][CH2:23][C:24](O)=O)[CH3:21].[OH-].[NH4+], predict the reaction product. The product is: [CH2:20]([O:22][CH2:23][C:24]1[N:12]([CH2:13][C:14]2[CH:19]=[CH:18][CH:17]=[CH:16][CH:15]=2)[C:11]2[C:10]3[CH:9]=[CH:8][CH:7]=[CH:6][C:5]=3[N:4]=[CH:3][C:2]=2[N:1]=1)[CH3:21].